From a dataset of Reaction yield outcomes from USPTO patents with 853,638 reactions. Predict the reaction yield, written as a fraction of the theoretical maximum amount of product (1.0 means a 100% yield; for example, 0.34 means a 34% yield). The reactants are [OH-].[K+].[C:3]([O:7][C:8]([N:10]1[CH2:15][CH2:14][O:13][CH:12]([C:16]([O:18]C)=[O:17])[CH2:11]1)=[O:9])([CH3:6])([CH3:5])[CH3:4].O.C(O)(=O)CC(CC(O)=O)(C(O)=O)O. The catalyst is CO. The product is [C:3]([O:7][C:8]([N:10]1[CH2:15][CH2:14][O:13][CH:12]([C:16]([OH:18])=[O:17])[CH2:11]1)=[O:9])([CH3:6])([CH3:4])[CH3:5]. The yield is 0.930.